This data is from Retrosynthesis with 50K atom-mapped reactions and 10 reaction types from USPTO. The task is: Predict the reactants needed to synthesize the given product. (1) Given the product CS(=O)(=O)c1ccc(OCC2CCC2)c(C(=O)N2CCN(c3ncc(C#N)s3)CC2)c1, predict the reactants needed to synthesize it. The reactants are: CS(=O)(=O)c1ccc(OCC2CCC2)c(C(=O)O)c1.N#Cc1cnc(N2CCNCC2)s1. (2) Given the product O=C(O)c1nc2ccccc2n(-c2ccc3c(c2)OCCO3)c1=O, predict the reactants needed to synthesize it. The reactants are: CCOC(=O)c1nc2ccccc2n(-c2ccc3c(c2)OCCO3)c1=O. (3) Given the product CCc1ccc(Nc2cc(=O)n(C)cc2C(N)=O)c(F)c1, predict the reactants needed to synthesize it. The reactants are: C#Cc1ccc(Nc2cc(=O)n(C)cc2C(N)=O)c(F)c1. (4) Given the product Cc1ccc(Cl)cc1N1CC2CN(c3ncc(-c4nnn(CC(=O)OC(C)(C)C)n4)s3)CC2C1, predict the reactants needed to synthesize it. The reactants are: CC(C)(C)OC(=O)Cn1nnc(-c2cnc(Br)s2)n1.Cc1ccc(Cl)cc1N1CC2CNCC2C1. (5) Given the product CNC(=O)c1c(-c2ccc(F)cc2)sc2ccc(OC)cc12, predict the reactants needed to synthesize it. The reactants are: CN.COc1ccc2sc(-c3ccc(F)cc3)c(C(=O)O)c2c1. (6) Given the product COC(=O)c1ccc(Cn2c(Nc3ccc(OC)cc3)nc3cc(Cl)c(Cl)cc32)cc1, predict the reactants needed to synthesize it. The reactants are: COC(=O)c1ccc(CBr)cc1.COc1ccc(Nc2nc3cc(Cl)c(Cl)cc3[nH]2)cc1.